From a dataset of Catalyst prediction with 721,799 reactions and 888 catalyst types from USPTO. Predict which catalyst facilitates the given reaction. (1) Reactant: [Cl:1][C:2]1[CH:3]=[C:4]([C:8]#[C:9][C:10]2[NH:11][O:12][CH:13]3[NH:17][CH2:16][CH2:15][C:14]=23)[CH:5]=[CH:6][CH:7]=1.C(N(CC)CC)C.Cl[C:26]([O:28][CH2:29][CH2:30][CH:31]([CH3:33])[CH3:32])=[O:27].O. Product: [CH3:32][CH:31]([CH3:33])[CH2:30][CH2:29][O:28][C:26]([N:17]1[CH:13]2[CH:14]([C:10]([C:9]#[C:8][C:4]3[CH:5]=[CH:6][CH:7]=[C:2]([Cl:1])[CH:3]=3)=[N:11][O:12]2)[CH2:15][CH2:16]1)=[O:27]. The catalyst class is: 2. (2) Reactant: [Cl:1][C:2]1[CH:7]=[CH:6][CH:5]=[C:4]([Cl:8])[C:3]=1[C:9]([NH:11][C:12]1[CH:40]=[CH:39][C:15]([CH2:16][C@@H:17]([C:36]([OH:38])=[O:37])[NH:18]C(OCC2C3C=CC=CC=3C3C2=CC=CC=3)=O)=[CH:14][CH:13]=1)=[O:10].N1CCCCC1. Product: [Cl:1][C:2]1[CH:7]=[CH:6][CH:5]=[C:4]([Cl:8])[C:3]=1[C:9]([NH:11][C:12]1[CH:40]=[CH:39][C:15]([CH2:16][C@@H:17]([C:36]([OH:38])=[O:37])[NH2:18])=[CH:14][CH:13]=1)=[O:10]. The catalyst class is: 37. (3) Reactant: FC(F)(F)C(O)=O.[CH3:8][C:9]1[CH:10]=[CH:11][C:12]([C:15]2[CH:16]=[C:17]([CH:21]=[C:22]([C:24]3[CH2:28][C@H:27]([C:29]4[CH:34]=[CH:33][CH:32]=[CH:31][N:30]=4)[O:26][N:25]=3)[CH:23]=2)[C:18](O)=[O:19])=[N:13][CH:14]=1.Cl.[F:36][C:37]1[CH:38]=[CH:39][C:40]([C@H:43]([NH2:45])[CH3:44])=[N:41][CH:42]=1.C(Cl)CCl.C1C=NC2N(O)N=NC=2C=1.C(N(CC)CC)C. Product: [F:36][C:37]1[CH:38]=[CH:39][C:40]([C@H:43]([NH:45][C:18](=[O:19])[C:17]2[CH:21]=[C:22]([C:24]3[CH2:28][C@H:27]([C:29]4[CH:34]=[CH:33][CH:32]=[CH:31][N:30]=4)[O:26][N:25]=3)[CH:23]=[C:15]([C:12]3[CH:11]=[CH:10][C:9]([CH3:8])=[CH:14][N:13]=3)[CH:16]=2)[CH3:44])=[N:41][CH:42]=1. The catalyst class is: 35. (4) Reactant: [S:1]1[C:5]2[CH:6]=[C:7]([N:10]3[CH2:14][CH2:13][NH:12][C:11]3=[O:15])[CH:8]=[CH:9][C:4]=2[N:3]=[CH:2]1.[CH2:16]([O:18][C:19](=[O:27])[C:20]1[CH:25]=[CH:24][N:23]=[CH:22][C:21]=1Br)[CH3:17].CN[C@@H]1CCCC[C@H]1NC.P([O-])([O-])([O-])=O.[K+].[K+].[K+]. Product: [CH2:16]([O:18][C:19](=[O:27])[C:20]1[CH:21]=[CH:22][N:23]=[CH:24][C:25]=1[N:12]1[CH2:13][CH2:14][N:10]([C:7]2[CH:8]=[CH:9][C:4]3[N:3]=[CH:2][S:1][C:5]=3[CH:6]=2)[C:11]1=[O:15])[CH3:17]. The catalyst class is: 246. (5) Reactant: [F:1][C:2]1[CH:3]=[C:4]2[C:8](=[CH:9][CH:10]=1)[N:7]([CH3:11])[C:6]([CH2:12][NH:13][CH3:14])=[CH:5]2.[O:15]=[C:16]1[NH:25][C:24]2[N:23]=[CH:22][C:21](/[CH:26]=[CH:27]/[C:28]([OH:30])=O)=[CH:20][C:19]=2[CH2:18][CH2:17]1.ON1C2C=CC=CC=2N=N1.C(N(C(C)C)CC)(C)C.CN(C)CCCN=C=NCC. Product: [F:1][C:2]1[CH:3]=[C:4]2[C:8](=[CH:9][CH:10]=1)[N:7]([CH3:11])[C:6]([CH2:12][N:13]([CH3:14])[C:28](=[O:30])/[CH:27]=[CH:26]/[C:21]1[CH:22]=[N:23][C:24]3[NH:25][C:16](=[O:15])[CH2:17][CH2:18][C:19]=3[CH:20]=1)=[CH:5]2. The catalyst class is: 18.